From a dataset of Catalyst prediction with 721,799 reactions and 888 catalyst types from USPTO. Predict which catalyst facilitates the given reaction. (1) Reactant: [Cl:1][C:2]1[C:7]([CH2:8][NH:9][C:10]2[C:11]3[CH2:18][N:17](C(OC(C)(C)C)=O)[CH2:16][C:12]=3[N:13]=[CH:14][N:15]=2)=[C:6]([F:26])[C:5]([O:27][CH3:28])=[CH:4][CH:3]=1.[F:29][C:30]([F:35])([F:34])[C:31]([OH:33])=[O:32]. Product: [F:29][C:30]([F:35])([F:34])[C:31]([O-:33])=[O:32].[Cl:1][C:2]1[C:7]([CH2:8][NH2+:9][C:10]2[C:11]3[CH2:18][NH2+:17][CH2:16][C:12]=3[N:13]=[CH:14][N:15]=2)=[C:6]([F:26])[C:5]([O:27][CH3:28])=[CH:4][CH:3]=1.[F:29][C:30]([F:35])([F:34])[C:31]([O-:33])=[O:32]. The catalyst class is: 4. (2) Reactant: Br[C:2]1[N:3]=[C:4]([C:9]2[CH:14]=[CH:13][C:12]([O:15][C:16]([F:19])([F:18])[F:17])=[CH:11][CH:10]=2)[C:5]([NH2:8])=[N:6][CH:7]=1.C(N(CC)CC)C.[C]=O.[C:29]([O:32][CH2:33]C)(=[O:31])C. Product: [CH3:33][O:32][C:29]([C:2]1[CH:7]=[N:6][C:5]([NH2:8])=[C:4]([C:9]2[CH:14]=[CH:13][C:12]([O:15][C:16]([F:19])([F:18])[F:17])=[CH:11][CH:10]=2)[N:3]=1)=[O:31]. The catalyst class is: 5. (3) Reactant: [Na].CO[C:4]([C:6]1([CH2:17][NH:18][C:19](=[O:26])[CH2:20][C:21]([O:23][CH2:24]C)=[O:22])[CH2:9][N:8]([C:10]([O:12][C:13]([CH3:16])([CH3:15])[CH3:14])=[O:11])[CH2:7]1)=[O:5]. Product: [CH3:24][O:23][C:21]([CH:20]1[C:4](=[O:5])[C:6]2([CH2:9][N:8]([C:10]([O:12][C:13]([CH3:14])([CH3:15])[CH3:16])=[O:11])[CH2:7]2)[CH2:17][NH:18][C:19]1=[O:26])=[O:22]. The catalyst class is: 442. (4) Reactant: [OH:1][C:2]1[CH:7]=[CH:6][C:5]([C:8]2[C:9](=[O:23])[C:10]([CH3:22])([CH3:21])[O:11][C:12]=2[C:13]2[CH:18]=[CH:17][C:16]([O:19][CH3:20])=[CH:15][CH:14]=2)=[CH:4][CH:3]=1.C(=O)([O-])[O-].[Cs+].[Cs+].CN(C=O)C.Cl[CH2:36][C:37]1[N:38]=[C:39]2[CH:44]=[CH:43][CH:42]=[CH:41][N:40]2[CH:45]=1. Product: [N:38]1[C:37]([CH2:36][O:1][C:2]2[CH:3]=[CH:4][C:5]([C:8]3[C:9](=[O:23])[C:10]([CH3:21])([CH3:22])[O:11][C:12]=3[C:13]3[CH:18]=[CH:17][C:16]([O:19][CH3:20])=[CH:15][CH:14]=3)=[CH:6][CH:7]=2)=[CH:45][N:40]2[CH:41]=[CH:42][CH:43]=[CH:44][C:39]=12. The catalyst class is: 6.